Predict the reactants needed to synthesize the given product. From a dataset of Full USPTO retrosynthesis dataset with 1.9M reactions from patents (1976-2016). (1) Given the product [C:29]([C:21]1[C:19]([OH:20])=[C:18]([CH:24]=[C:23]([C:25]([CH3:28])([CH3:27])[CH3:26])[CH:22]=1)[CH2:17][NH:16][C@@H:11]1[CH2:12][CH2:13][CH2:14][CH2:15][C@H:10]1[NH:9][CH2:8][C:7]1[CH:33]=[C:34]([C:36]([CH3:37])([CH3:38])[CH3:39])[CH:35]=[C:5]([C:1]([CH3:4])([CH3:3])[CH3:2])[C:6]=1[OH:40])([CH3:30])([CH3:31])[CH3:32], predict the reactants needed to synthesize it. The reactants are: [C:1]([C:5]1[CH:35]=[C:34]([C:36]([CH3:39])([CH3:38])[CH3:37])[CH:33]=[C:7]([CH:8]=[N:9][C@@H:10]2[CH2:15][CH2:14][CH2:13][CH2:12][C@H:11]2[N:16]=[CH:17][C:18]2[C:19](=[C:21]([C:29]([CH3:32])([CH3:31])[CH3:30])[CH:22]=[C:23]([C:25]([CH3:28])([CH3:27])[CH3:26])[CH:24]=2)[OH:20])[C:6]=1[OH:40])([CH3:4])([CH3:3])[CH3:2].[BH4-].[Na+].O. (2) Given the product [CH3:32][S:33]([O:1][CH2:2][CH2:3][N:4]1[C:8]2[CH:9]=[CH:10][CH:11]=[CH:12][C:7]=2[N:6]=[C:5]1[CH2:13][N:14]1[C:18]2[CH:19]=[CH:20][CH:21]=[CH:22][C:17]=2[N:16]=[N:15]1)(=[O:35])=[O:34], predict the reactants needed to synthesize it. The reactants are: [OH:1][CH2:2][CH2:3][N:4]1[C:8]2[CH:9]=[CH:10][CH:11]=[CH:12][C:7]=2[N:6]=[C:5]1[CH2:13][N:14]1[C:18]2[CH:19]=[CH:20][CH:21]=[CH:22][C:17]=2[N:16]=[N:15]1.C(N(C(C)C)CC)(C)C.[CH3:32][S:33](Cl)(=[O:35])=[O:34]. (3) The reactants are: [F:1][C:2]1[CH:7]=[CH:6][CH:5]=[C:4]([O:8]C)[C:3]=1[CH:10]1[N:14]([CH2:15][C:16]2[CH:21]=[CH:20][C:19]([O:22][C:23]([F:26])([F:25])[F:24])=[CH:18][CH:17]=2)[C:13](=[O:27])[CH:12]([OH:28])[CH2:11]1.O. Given the product [F:1][C:2]1[CH:7]=[CH:6][CH:5]=[C:4]([OH:8])[C:3]=1[CH:10]1[N:14]([CH2:15][C:16]2[CH:17]=[CH:18][C:19]([O:22][C:23]([F:25])([F:26])[F:24])=[CH:20][CH:21]=2)[C:13](=[O:27])[CH:12]([OH:28])[CH2:11]1, predict the reactants needed to synthesize it.